Dataset: Forward reaction prediction with 1.9M reactions from USPTO patents (1976-2016). Task: Predict the product of the given reaction. (1) Given the reactants [N:1]1([CH2:7][C:8]2[S:9][C:10]([NH:13][CH:14]=[C:15]([C:21]([O:23][CH2:24][CH3:25])=[O:22])[C:16]([O:18][CH2:19][CH3:20])=[O:17])=[CH:11][N:12]=2)[CH2:6][CH2:5][O:4][CH2:3][CH2:2]1.[C:26]([O-])([O-])=O.[K+].[K+].IC, predict the reaction product. The product is: [CH3:26][N:13]([CH:14]=[C:15]([C:21]([O:23][CH2:24][CH3:25])=[O:22])[C:16]([O:18][CH2:19][CH3:20])=[O:17])[C:10]1[S:9][C:8]([CH2:7][N:1]2[CH2:6][CH2:5][O:4][CH2:3][CH2:2]2)=[N:12][CH:11]=1. (2) Given the reactants C1CC2CCCC(=O)C2CC1.COC1C=CC([Mg]Br)=CC=1.[CH3:33][CH2:32][O:31][C:29](/N=N/[C:29]([O:31][CH2:32][CH3:33])=[O:30])=[O:30].N1C2NCCCC=2C=CC=1CCO.[OH:47][C:48]1[CH:66]=[CH:65][C:51]([CH2:52][C:53]2[CH:58]=[CH:57][CH:56]=[CH:55][C:54]=2[CH2:59][C:60](OCC)=O)=[CH:50][CH:49]=1.C1(P(C2C=CC=CC=2)C2C=CC=CC=2)C=CC=CC=1, predict the reaction product. The product is: [OH:47][C:48]1[CH:49]=[CH:50][C:51]([CH2:52][C:53]2[CH:58]=[CH:57][CH:56]=[CH:55][C:54]=2[CH2:59][CH2:60][C:29]([O:31][CH2:32][CH3:33])=[O:30])=[CH:65][CH:66]=1. (3) Given the reactants [Br:1][C:2]1[C:9]([CH3:10])=[CH:8][CH:7]=[CH:6][C:3]=1[CH2:4]Br.[C:11](=O)(O)[O-:12].[Na+].C(O)(=O)C, predict the reaction product. The product is: [Br:1][C:2]1[C:9]([CH3:10])=[CH:8][CH:7]=[CH:6][C:3]=1[CH2:4][O:12][CH3:11]. (4) Given the reactants Br.Br[CH2:3][C:4]1[S:8][CH:7]=[N:6][C:5]=1[CH:9]=[CH2:10].[SH:11][C:12]1[N:17]=[C:16]([OH:18])[CH:15]=[C:14]([C:19]([F:22])([F:21])[F:20])[N:13]=1.C(N(CC)CC)C, predict the reaction product. The product is: [CH:9]([C:5]1[N:6]=[CH:7][S:8][C:4]=1[CH2:3][S:11][C:12]1[N:17]=[C:16]([OH:18])[CH:15]=[C:14]([C:19]([F:22])([F:20])[F:21])[N:13]=1)=[CH2:10]. (5) Given the reactants [O:1]1CCO[CH:2]1[C:6]1[C:7]([O:20][CH3:21])=[CH:8][C:9]([O:18][CH3:19])=[C:10]([C:12]2[CH:17]=[N:16][CH:15]=[CH:14][N:13]=2)[CH:11]=1.C1(C)C=CC(S(O)(=O)=O)=CC=1.O, predict the reaction product. The product is: [CH3:21][O:20][C:7]1[CH:8]=[C:9]([O:18][CH3:19])[C:10]([C:12]2[CH:17]=[N:16][CH:15]=[CH:14][N:13]=2)=[CH:11][C:6]=1[CH:2]=[O:1].